This data is from Full USPTO retrosynthesis dataset with 1.9M reactions from patents (1976-2016). The task is: Predict the reactants needed to synthesize the given product. (1) Given the product [Cl:18][C:12]1[CH:13]=[CH:14][CH:15]=[C:16]([F:17])[C:11]=1[C:9]1[N:10]=[C:6]2[CH:5]=[CH:4][C:3]([O:30][CH3:31])=[C:2]([O:37][CH3:36])[N:7]2[C:8]=1[NH:19][C:20]1[CH:29]=[CH:28][C:23]2[O:24][CH2:25][CH2:26][O:27][C:22]=2[CH:21]=1, predict the reactants needed to synthesize it. The reactants are: Cl[C:2]1[N:7]2[C:8]([NH:19][C:20]3[CH:29]=[CH:28][C:23]4[O:24][CH2:25][CH2:26][O:27][C:22]=4[CH:21]=3)=[C:9]([C:11]3[C:16]([F:17])=[CH:15][CH:14]=[CH:13][C:12]=3[Cl:18])[N:10]=[C:6]2[CH:5]=[CH:4][C:3]=1[O:30][CH3:31].[H-].[Na+].[NH4+].[Cl-].[CH3:36][OH:37]. (2) Given the product [C:76]([Si:73]([CH3:74])([CH3:75])[O:72][CH2:71][CH2:70][N:67]1[CH:68]=[CH:69][C:64]([NH:63][C:30]([CH:20]2[NH:19][CH:18]([CH2:33][C:34]([CH3:37])([CH3:36])[CH3:35])[C:17]3([C:12]4[C:13](=[CH:14][C:9]([Cl:8])=[CH:10][CH:11]=4)[NH:15][C:16]3=[O:38])[CH:21]2[C:22]2[CH:27]=[CH:26][CH:25]=[C:24]([Cl:28])[C:23]=2[F:29])=[O:31])=[CH:65][C:66]1=[O:80])([CH3:77])([CH3:79])[CH3:78], predict the reactants needed to synthesize it. The reactants are: FC(F)(F)C(O)=O.[Cl:8][C:9]1[CH:14]=[C:13]2[NH:15][C:16](=[O:38])[C:17]3([CH:21]([C:22]4[CH:27]=[CH:26][CH:25]=[C:24]([Cl:28])[C:23]=4[F:29])[CH:20]([C:30](O)=[O:31])[NH:19][CH:18]3[CH2:33][C:34]([CH3:37])([CH3:36])[CH3:35])[C:12]2=[CH:11][CH:10]=1.C(N(C(C)C)CC)(C)C.C1(P(Cl)(C2C=CC=CC=2)=O)C=CC=CC=1.[NH2:63][C:64]1[CH:69]=[CH:68][N:67]([CH2:70][CH2:71][O:72][Si:73]([C:76]([CH3:79])([CH3:78])[CH3:77])([CH3:75])[CH3:74])[C:66](=[O:80])[CH:65]=1. (3) The reactants are: [CH3:1][O:2][C:3]([C:5]1[C:10]([C:11]([O:13][CH3:14])=[O:12])=[CH:9][CH:8]=[C:7](Cl)[N:6]=1)=[O:4].[Br:16][C:17]1[CH:24]=[CH:23][C:22]([OH:25])=[CH:21][C:18]=1[CH:19]=[O:20].C(=O)([O-])[O-].[Cs+].[Cs+]. Given the product [CH3:1][O:2][C:3]([C:5]1[C:10]([C:11]([O:13][CH3:14])=[O:12])=[CH:9][CH:8]=[C:7]([O:25][C:22]2[CH:23]=[CH:24][C:17]([Br:16])=[C:18]([CH:19]=[O:20])[CH:21]=2)[N:6]=1)=[O:4], predict the reactants needed to synthesize it.